This data is from Reaction yield outcomes from USPTO patents with 853,638 reactions. The task is: Predict the reaction yield, written as a fraction of the theoretical maximum amount of product (1.0 means a 100% yield; for example, 0.34 means a 34% yield). (1) The reactants are [Br:1]Br.[OH:3][C:4]1[C:13]2[C:8](=[CH:9][CH:10]=[CH:11][CH:12]=2)[CH:7]=[CH:6][C:5]=1[C:14]([OH:16])=[O:15]. The catalyst is C(O)(=O)C. The product is [Br:1][C:7]1[C:8]2[C:13](=[CH:12][CH:11]=[CH:10][CH:9]=2)[C:4]([OH:3])=[C:5]([C:14]([OH:16])=[O:15])[CH:6]=1. The yield is 0.920. (2) The reactants are [F:1][C:2]1[CH:7]=[C:6]([F:8])[CH:5]=[CH:4][C:3]=1[C:9]1[CH:14]=[CH:13][C:12]([C:15]([OH:17])=O)=[C:11]([OH:18])[CH:10]=1.C1(N=C=NC2CCCCC2)CCCCC1.CN1CCOCC1.[N:41]([CH2:44][CH2:45][NH2:46])=[N+:42]=[N-:43]. The catalyst is O.CN(C)C=O. The product is [N:41]([CH2:44][CH2:45][NH:46][C:15]([C:12]1[CH:13]=[CH:14][C:9]([C:3]2[CH:4]=[CH:5][C:6]([F:8])=[CH:7][C:2]=2[F:1])=[CH:10][C:11]=1[OH:18])=[O:17])=[N+:42]=[N-:43]. The yield is 0.610. (3) The reactants are [CH3:1][C:2]([CH3:7])([CH3:6])[C:3]([NH2:5])=[O:4].C(Cl)(=O)[C:9](Cl)=[O:10].[NH2:14][C:15]1[N:20]=[CH:19][C:18]([O:21][C:22]2[CH:27]=[CH:26][N:25]=[C:24]([C:28]([NH:30][CH:31]([CH3:33])[CH3:32])=[O:29])[CH:23]=2)=[CH:17][CH:16]=1.CCN(C(C)C)C(C)C. The catalyst is ClCCCl.O1CCOCC1.CCOC(C)=O. The product is [CH:31]([NH:30][C:28](=[O:29])[C:24]1[CH:23]=[C:22]([O:21][C:18]2[CH:19]=[N:20][C:15]([NH:14][C:9]([NH:5][C:3](=[O:4])[C:2]([CH3:7])([CH3:6])[CH3:1])=[O:10])=[CH:16][CH:17]=2)[CH:27]=[CH:26][N:25]=1)([CH3:33])[CH3:32]. The yield is 0.820. (4) The reactants are [NH:1]1[CH2:6][CH2:5][O:4][CH2:3][CH2:2]1.Br[C:8]1[CH:9]=[C:10]2[C:19](=[C:20]3[C:25]=1[CH:24]=[CH:23][CH:22]=[N:21]3)[NH:18][S:17](=[O:27])(=[O:26])[C:16]1[C:11]2=[CH:12][CH:13]=[CH:14][CH:15]=1.C1CCN2C(=NCCC2)CC1.C1C[O:42][CH2:41]C1. No catalyst specified. The product is [O:26]=[S:17]1(=[O:27])[C:16]2[C:11](=[CH:12][CH:13]=[CH:14][CH:15]=2)[C:10]2[C:19](=[C:20]3[C:25](=[C:8]([C:41]([N:1]4[CH2:6][CH2:5][O:4][CH2:3][CH2:2]4)=[O:42])[CH:9]=2)[CH:24]=[CH:23][CH:22]=[N:21]3)[NH:18]1. The yield is 0.0600. (5) The reactants are C(OC([N:8]1[C:12]2[CH:13]=[CH:14][CH:15]=[CH:16][C:11]=2[N:10]=[C:9]1[CH2:17][NH:18][CH:19]1[C:28]2[N:27]=[CH:26][CH:25]=[CH:24][C:23]=2[CH2:22][CH2:21][CH2:20]1)=O)(C)(C)C.C(N(CC)C(C)C)(C)C.Br[CH2:39][CH2:40][CH2:41][C:42]#[N:43]. The catalyst is CC#N. The product is [NH:10]1[C:11]2[CH:16]=[CH:15][CH:14]=[CH:13][C:12]=2[N:8]=[C:9]1[CH2:17][N:18]([CH:19]1[C:28]2[N:27]=[CH:26][CH:25]=[CH:24][C:23]=2[CH2:22][CH2:21][CH2:20]1)[CH2:39][CH2:40][CH2:41][CH2:42][NH2:43]. The yield is 0.540.